Dataset: Catalyst prediction with 721,799 reactions and 888 catalyst types from USPTO. Task: Predict which catalyst facilitates the given reaction. (1) Reactant: [NH2:1][C:2]1([CH3:11])[CH2:8][N:7]([CH3:9])[CH2:6][CH2:5][N:4]([CH3:10])[CH2:3]1.[N:12]1[CH:17]=[CH:16][CH:15]=[CH:14][C:13]=1[CH:18]=O.B([O-])([O-])[O-].B([O-])([O-])[O-].B([O-])([O-])[O-].B([O-])([O-])[O-].[Na+].[Na+].[Na+].[Na+].[Na+].[Na+].[Na+].[Na+].[Na+].[Na+].[Na+].[Na+].[BH4-].[Na+].Cl. Product: [CH3:9][N:7]1[CH2:8][C:2]([CH3:11])([NH:1][CH2:18][C:13]2[CH:14]=[CH:15][CH:16]=[CH:17][N:12]=2)[CH2:3][N:4]([CH3:10])[CH2:5][CH2:6]1. The catalyst class is: 24. (2) Reactant: [C:1](#[N:7])[CH:2]([CH2:4][C:5]#N)O.[C:8]([CH2:10][C:11]([NH2:13])=[S:12])#[N:9].[CH:14](=O)[C:15]1C=C[CH:18]=[CH:17][CH:16]=1.[NH:22]1CCCC[CH2:23]1.Cl. Product: [NH2:22][C:23]1[NH:13][C:11](=[S:12])[C:10]([C:8]#[N:9])=[C:4]([C:5]2[CH:18]=[CH:17][CH:16]=[CH:15][CH:14]=2)[C:2]=1[C:1]#[N:7]. The catalyst class is: 8. (3) Reactant: S(Cl)([Cl:4])(=O)=O.[Cl:6][S:7]([C:10]1[CH:18]=[CH:17][C:13]([C:14](O)=[O:15])=[CH:12][CH:11]=1)(=[O:9])=[O:8]. Product: [Cl:6][S:7]([C:10]1[CH:18]=[CH:17][C:13]([C:14]([Cl:4])=[O:15])=[CH:12][CH:11]=1)(=[O:9])=[O:8]. The catalyst class is: 11. (4) Product: [ClH:29].[N+:1]([C:4]1[CH:5]=[CH:6][C:7]2[N:11]=[CH:10][N:9]([OH:12])[C:8]=2[CH:17]=1)([O-:3])=[O:2]. Reactant: [N+:1]([C:4]1[CH:5]=[CH:6][C:7]2[N:11]=[CH:10][N:9]([O:12]CC(O)=O)[C:8]=2[CH:17]=1)([O-:3])=[O:2].C(OC(=O)C)C.C1COCC1.[ClH:29]. The catalyst class is: 6. (5) Reactant: [O:1]=[C:2]1[C@@H:8]([NH:9][C:10](=[O:16])[O:11][C:12]([CH3:15])([CH3:14])[CH3:13])[CH2:7][O:6][C:5]2[CH:17]=[CH:18][CH:19]=[CH:20][C:4]=2[NH:3]1.[Br:21][C:22]1[CH:23]=[C:24]2[C:29](=[CH:30][CH:31]=1)[C:28]([CH2:32]Cl)=[C:27]([O:34][CH3:35])[CH:26]=[CH:25]2.C([O-])([O-])=O.[Cs+].[Cs+].[Na+].[I-]. Product: [Br:21][C:22]1[CH:23]=[C:24]2[C:29](=[CH:30][CH:31]=1)[C:28]([CH2:32][N:3]1[C:2](=[O:1])[C@@H:8]([NH:9][C:10](=[O:16])[O:11][C:12]([CH3:15])([CH3:14])[CH3:13])[CH2:7][O:6][C:5]3[CH:17]=[CH:18][CH:19]=[CH:20][C:4]1=3)=[C:27]([O:34][CH3:35])[CH:26]=[CH:25]2. The catalyst class is: 18. (6) Reactant: [C:1]1([P:7]([C:15]2[CH:20]=[CH:19][CH:18]=[CH:17][CH:16]=2)[C:8]2[N:13]=[C:12]([NH2:14])[CH:11]=[CH:10][CH:9]=2)[CH:6]=[CH:5][CH:4]=[CH:3][CH:2]=1.C(N(CC)CC)C.[C:28](Cl)(=[O:33])[C:29]([CH3:32])([CH3:31])[CH3:30]. Product: [C:15]1([P:7]([C:1]2[CH:2]=[CH:3][CH:4]=[CH:5][CH:6]=2)[C:8]2[N:13]=[C:12]([NH:14][C:28](=[O:33])[C:29]([CH3:32])([CH3:31])[CH3:30])[CH:11]=[CH:10][CH:9]=2)[CH:16]=[CH:17][CH:18]=[CH:19][CH:20]=1. The catalyst class is: 112. (7) Reactant: [CH:1]([C:3]1[CH:23]=[CH:22][C:6]([O:7][CH2:8][C:9]2[N:10]=[C:11](/[CH:15]=[CH:16]/[C:17]([O:19][CH2:20][CH3:21])=[O:18])[O:12][C:13]=2[CH3:14])=[C:5]([O:24][CH3:25])[CH:4]=1)=[O:2].C(O)C.[BH4-].[Na+].O. Product: [OH:2][CH2:1][C:3]1[CH:23]=[CH:22][C:6]([O:7][CH2:8][C:9]2[N:10]=[C:11](/[CH:15]=[CH:16]/[C:17]([O:19][CH2:20][CH3:21])=[O:18])[O:12][C:13]=2[CH3:14])=[C:5]([O:24][CH3:25])[CH:4]=1. The catalyst class is: 7.